This data is from Catalyst prediction with 721,799 reactions and 888 catalyst types from USPTO. The task is: Predict which catalyst facilitates the given reaction. (1) Reactant: [F:1][C:2]1[CH:7]=[CH:6][C:5]([N:8]2[C:16]3[CH:15]=[CH:14][CH:13]=[C:12]([C:17]([O:19]C)=[O:18])[C:11]=3[C:10]([CH2:21][NH:22][C@@H:23]3[CH:28]4[CH2:29][CH2:30][N:25]([CH2:26][CH2:27]4)[CH2:24]3)=[N:9]2)=[CH:4][CH:3]=1.O.O.[OH-].[Li+:34]. Product: [F:1][C:2]1[CH:7]=[CH:6][C:5]([N:8]2[C:16]3[CH:15]=[CH:14][CH:13]=[C:12]([C:17]([O-:19])=[O:18])[C:11]=3[C:10]([CH2:21][NH:22][C@@H:23]3[CH:28]4[CH2:27][CH2:26][N:25]([CH2:30][CH2:29]4)[CH2:24]3)=[N:9]2)=[CH:4][CH:3]=1.[Li+:34]. The catalyst class is: 1. (2) Reactant: [Cl:1][C:2]1[C:3]([C:9](=[N:22][OH:23])[CH2:10][N:11]2[C:15](=[O:16])[C:14]3=[CH:17][CH:18]=[CH:19][CH:20]=[C:13]3[C:12]2=[O:21])=[N:4][CH:5]=[C:6]([Cl:8])[CH:7]=1.C(=O)([O-])[O-].[K+].[K+].I[CH2:31][CH2:32][CH3:33].O. Product: [Cl:1][C:2]1[C:3]([C:9](=[N:22][O:23][CH2:31][CH2:32][CH3:33])[CH2:10][N:11]2[C:12](=[O:21])[C:13]3=[CH:20][CH:19]=[CH:18][CH:17]=[C:14]3[C:15]2=[O:16])=[N:4][CH:5]=[C:6]([Cl:8])[CH:7]=1. The catalyst class is: 9. (3) Reactant: [NH2:1][CH2:2][CH:3]([N:12]([CH3:22])[C:13]([O:15][CH2:16][CH2:17][Si:18]([CH3:21])([CH3:20])[CH3:19])=[O:14])[CH2:4][C:5]1([OH:11])[CH2:10][CH2:9][CH2:8][CH2:7][CH2:6]1.CCN(CC)CC.[Si:30](Cl)([CH3:33])([CH3:32])[CH3:31].Cl[C:36]([O:38][C:39]1[CH:44]=[CH:43][C:42]([N+:45]([O-:47])=[O:46])=[CH:41][CH:40]=1)=[O:37]. Product: [CH3:22][N:12]([CH:3]([CH2:2][NH:1][C:36]([O:38][C:39]1[CH:40]=[CH:41][C:42]([N+:45]([O-:47])=[O:46])=[CH:43][CH:44]=1)=[O:37])[CH2:4][C:5]1([O:11][Si:30]([CH3:33])([CH3:32])[CH3:31])[CH2:10][CH2:9][CH2:8][CH2:7][CH2:6]1)[C:13]([O:15][CH2:16][CH2:17][Si:18]([CH3:20])([CH3:19])[CH3:21])=[O:14]. The catalyst class is: 2. (4) Reactant: [OH:1][C:2]1([CH2:13][OH:14])[CH2:5][N:4](C(OC(C)(C)C)=O)[CH2:3]1.[F:15][C:16]([F:21])([F:20])[C:17]([OH:19])=[O:18]. Product: [F:15][C:16]([F:21])([F:20])[C:17]([OH:19])=[O:18].[OH:14][CH2:13][C:2]1([OH:1])[CH2:5][NH:4][CH2:3]1. The catalyst class is: 4. (5) Reactant: [CH3:1][C:2]1[N:7]=[C:6]2[S:8][C:9]3[CH2:13][CH2:12][CH2:11][C:10]=3[C:5]2=[C:4]([C:14]2[CH:19]=[CH:18][C:17]([CH2:20][CH3:21])=[CH:16][CH:15]=2)[C:3]=1[CH2:22][C:23]([O:25][CH3:26])=[O:24].[Li+].C[Si]([N-][Si](C)(C)C)(C)C.[CH2:37]1[CH2:41]OC[CH2:38]1.ICCC. Product: [CH3:1][C:2]1[N:7]=[C:6]2[S:8][C:9]3[CH2:13][CH2:12][CH2:11][C:10]=3[C:5]2=[C:4]([C:14]2[CH:19]=[CH:18][C:17]([CH2:20][CH3:21])=[CH:16][CH:15]=2)[C:3]=1[CH:22]([CH2:38][CH2:37][CH3:41])[C:23]([O:25][CH3:26])=[O:24]. The catalyst class is: 3. (6) Reactant: C(N(CC)CC)C.Cl.[CH2:9]([O:16][C:17](=[O:27])[NH:18][C@H:19]1[CH2:24][CH2:23][C@H:22]([NH:25][NH2:26])[CH2:21][CH2:20]1)[C:10]1[CH:15]=[CH:14][CH:13]=[CH:12][CH:11]=1.[CH2:28]([O:30][C:31](=[O:40])[C:32](=[CH:36]N(C)C)[C:33](=O)[CH3:34])[CH3:29]. Product: [CH2:28]([O:30][C:31]([C:32]1[CH:36]=[N:26][N:25]([C@H:22]2[CH2:23][CH2:24][C@H:19]([NH:18][C:17]([O:16][CH2:9][C:10]3[CH:11]=[CH:12][CH:13]=[CH:14][CH:15]=3)=[O:27])[CH2:20][CH2:21]2)[C:33]=1[CH3:34])=[O:40])[CH3:29]. The catalyst class is: 8. (7) Product: [F:1][C:2]([F:25])([C:6]([F:24])([F:23])[C:7]([F:22])([F:21])[C:8]([F:20])([F:19])[C:9]([F:18])([F:17])[C:10]([F:16])([F:15])[C:11]([F:14])([F:13])[F:12])[C:3]([N:29]([CH2:30][CH:31]=[CH2:32])[CH2:26][CH:27]=[CH2:28])=[O:4]. Reactant: [F:1][C:2]([F:25])([C:6]([F:24])([F:23])[C:7]([F:22])([F:21])[C:8]([F:20])([F:19])[C:9]([F:18])([F:17])[C:10]([F:16])([F:15])[C:11]([F:14])([F:13])[F:12])[C:3](Cl)=[O:4].[CH2:26]([NH:29][CH2:30][CH:31]=[CH2:32])[CH:27]=[CH2:28]. The catalyst class is: 4. (8) Reactant: Cl[CH2:2][C:3]([NH:5][C:6]1[C:11]([CH2:12][OH:13])=[CH:10][CH:9]=[CH:8][C:7]=1[Cl:14])=[O:4].CN(C)[CH:17]=[N:18][C:19](=[S:40])[NH:20][C:21]([C:34]1[CH:39]=[CH:38][CH:37]=[CH:36][CH:35]=1)([C:28]1[CH:33]=[CH:32][CH:31]=[CH:30][CH:29]=1)[C:22]1[CH:27]=[CH:26][CH:25]=[CH:24][CH:23]=1. Product: [Cl:14][C:7]1[CH:8]=[CH:9][CH:10]=[C:11]([CH2:12][OH:13])[C:6]=1[NH:5][C:3]([C:2]1[S:40][C:19]([NH:20][C:21]([C:28]2[CH:33]=[CH:32][CH:31]=[CH:30][CH:29]=2)([C:22]2[CH:23]=[CH:24][CH:25]=[CH:26][CH:27]=2)[C:34]2[CH:39]=[CH:38][CH:37]=[CH:36][CH:35]=2)=[N:18][CH:17]=1)=[O:4]. The catalyst class is: 5. (9) Product: [CH3:23][C:24]([CH3:29])([CH3:28])[C:25]([O:27][CH2:30][N:12]1[C:11]2[N:10]=[CH:9][N:8]([CH2:1][C:2]3[CH:7]=[CH:6][CH:5]=[CH:4][CH:3]=3)[C:16]=2[C:15](=[O:17])[NH:14][C:13]1=[O:18])=[O:26]. Reactant: [CH2:1]([N:8]1[C:16]2[C:15](=[O:17])[NH:14][C:13](=[O:18])[NH:12][C:11]=2[N:10]=[CH:9]1)[C:2]1[CH:7]=[CH:6][CH:5]=[CH:4][CH:3]=1.[H-].[Na+].ClC[CH2:23][C:24]([CH3:29])([CH3:28])[C:25]([O-:27])=[O:26].[CH3:30]N(C)C=O. The catalyst class is: 13.